From a dataset of Catalyst prediction with 721,799 reactions and 888 catalyst types from USPTO. Predict which catalyst facilitates the given reaction. (1) Reactant: Cl[C:2]1[C:3](=[O:12])[N:4]([CH2:9][CH2:10][CH3:11])[N:5]=[CH:6][C:7]=1[Cl:8].[CH3:13][O-:14].[Na+].CO.O. Product: [Cl:8][C:7]1[CH:6]=[N:5][N:4]([CH2:9][CH2:10][CH3:11])[C:3](=[O:12])[C:2]=1[O:14][CH3:13]. The catalyst class is: 12. (2) Reactant: [NH2:1]/[C:2](=[N:16]\[OH:17])/[CH:3]1[CH2:8][CH2:7][CH2:6][CH2:5][N:4]1[C:9]([O:11][C:12]([CH3:15])([CH3:14])[CH3:13])=[O:10].[CH3:18][CH2:19]N(C(C)C)C(C)C.C(Cl)(=O)C. Product: [CH3:18][C:19]1[O:17][N:16]=[C:2]([CH:3]2[CH2:8][CH2:7][CH2:6][CH2:5][N:4]2[C:9]([O:11][C:12]([CH3:14])([CH3:13])[CH3:15])=[O:10])[N:1]=1. The catalyst class is: 10. (3) Reactant: O[CH2:2][CH2:3][CH2:4][CH:5]1[CH2:10][CH2:9][CH2:8][CH2:7][N:6]1[CH:11]([C:14]1[CH:19]=[CH:18][C:17]([Br:20])=[CH:16][CH:15]=1)[C:12]#[N:13].[C:21]1([CH3:31])[CH:26]=[CH:25][C:24]([S:27](Cl)(=[O:29])=[O:28])=[CH:23][CH:22]=1.C(OCC)C.O. Product: [CH3:31][C:21]1[CH:26]=[CH:25][C:24]([S:27]([CH2:2][CH2:3][CH2:4][CH:5]2[CH2:10][CH2:9][CH2:8][CH2:7][N:6]2[CH:11]([C:14]2[CH:19]=[CH:18][C:17]([Br:20])=[CH:16][CH:15]=2)[C:12]#[N:13])(=[O:29])=[O:28])=[CH:23][CH:22]=1. The catalyst class is: 17.